Dataset: Forward reaction prediction with 1.9M reactions from USPTO patents (1976-2016). Task: Predict the product of the given reaction. (1) Given the reactants [NH2:1][CH:2]1[CH2:7][CH2:6][N:5]([C:8]([O:10][C:11]([CH3:14])([CH3:13])[CH3:12])=[O:9])[CH2:4][CH2:3]1.[CH2:15]([O:17][C:18]([C:20]1[CH:25]=[CH:24][N:23]=[C:22]([CH2:26][N:27]([CH2:34][C:35](O)=[O:36])[C:28](=[O:33])[C:29]([F:32])([F:31])[F:30])[CH:21]=1)=[O:19])[CH3:16], predict the reaction product. The product is: [C:11]([O:10][C:8]([N:5]1[CH2:4][CH2:3][CH:2]([NH:1][C:35]([CH2:34][N:27]([CH2:26][C:22]2[CH:21]=[C:20]([C:18]([O:17][CH2:15][CH3:16])=[O:19])[CH:25]=[CH:24][N:23]=2)[C:28](=[O:33])[C:29]([F:30])([F:31])[F:32])=[O:36])[CH2:7][CH2:6]1)=[O:9])([CH3:14])([CH3:13])[CH3:12]. (2) Given the reactants C([N:8]1[CH2:13][CH2:12][N:11]([C:14]2[CH:15]=[N:16][CH:17]=[CH:18][CH:19]=2)[CH2:10][CH2:9]1)C1C=CC=CC=1, predict the reaction product. The product is: [N:16]1[CH:17]=[CH:18][CH:19]=[C:14]([N:11]2[CH2:10][CH2:9][NH:8][CH2:13][CH2:12]2)[CH:15]=1. (3) Given the reactants Br[C:2]1[C:3]([C:8]#[N:9])=[N:4][CH:5]=[CH:6][CH:7]=1.[NH:10]1[CH2:15][CH2:14][NH:13][CH2:12][CH2:11]1.CS(C)=O, predict the reaction product. The product is: [N:10]1([C:2]2[C:3]([C:8]#[N:9])=[N:4][CH:5]=[CH:6][CH:7]=2)[CH2:15][CH2:14][NH:13][CH2:12][CH2:11]1. (4) Given the reactants [Cl:1][C:2]1[CH:3]=[N:4][C:5]2[N:6]([N:8]=[C:9]([C:11]([OH:13])=O)[CH:10]=2)[CH:7]=1.[CH3:14][CH:15]1[NH:20][CH2:19][CH2:18][N:17]2[C:21]([CH3:24])=[CH:22][CH:23]=[C:16]12, predict the reaction product. The product is: [Cl:1][C:2]1[CH:3]=[N:4][C:5]2[N:6]([N:8]=[C:9]([C:11]([N:20]3[CH2:19][CH2:18][N:17]4[C:21]([CH3:24])=[CH:22][CH:23]=[C:16]4[CH:15]3[CH3:14])=[O:13])[CH:10]=2)[CH:7]=1. (5) The product is: [CH3:18][CH:19]([CH2:22][CH3:23])[CH2:20][O:16][C:15](=[O:17])[C@H:11]([CH:12]([CH3:13])[CH3:14])[NH:10][C:8](=[O:9])[CH2:7][C:1]1[CH:2]=[CH:3][CH:4]=[CH:5][CH:6]=1. Given the reactants [C:1]1([CH2:7][C:8]([NH:10][C@H:11]([C:15]([OH:17])=[O:16])[CH:12]([CH3:14])[CH3:13])=[O:9])[CH:6]=[CH:5][CH:4]=[CH:3][CH:2]=1.[CH3:18][CH:19]([CH2:22][CH3:23])[CH2:20]O, predict the reaction product. (6) The product is: [Cl:7][C:8]([Cl:13])([Cl:12])[CH:4]([OH:5])[CH:3]=[C:2]([CH3:6])[CH3:1]. Given the reactants [CH3:1][C:2]([CH3:6])=[CH:3][CH:4]=[O:5].[Cl:7][C:8]([Cl:13])([Cl:12])C(O)=O.ClC(Cl)(Cl)C([O-])=O.[Na+], predict the reaction product. (7) Given the reactants [CH3:1][O:2][C:3]1[CH:4]=[C:5]([CH:33]=[CH:34][CH:35]=1)[CH2:6][N:7]1[C:15]2[C:10](=[CH:11][C:12]([C:16]([F:19])([F:18])[F:17])=[CH:13][CH:14]=2)[C:9]([C:20]2[CH:21]=[N:22][C:23]([O:26][CH3:27])=[CH:24][CH:25]=2)=[C:8]1[C:28](OCC)=[O:29].[H-].[Al+3].[Li+].[H-].[H-].[H-].Cl, predict the reaction product. The product is: [CH3:1][O:2][C:3]1[CH:4]=[C:5]([CH:33]=[CH:34][CH:35]=1)[CH2:6][N:7]1[C:15]2[C:10](=[CH:11][C:12]([C:16]([F:19])([F:17])[F:18])=[CH:13][CH:14]=2)[C:9]([C:20]2[CH:21]=[N:22][C:23]([O:26][CH3:27])=[CH:24][CH:25]=2)=[C:8]1[CH2:28][OH:29].